This data is from NCI-60 drug combinations with 297,098 pairs across 59 cell lines. The task is: Regression. Given two drug SMILES strings and cell line genomic features, predict the synergy score measuring deviation from expected non-interaction effect. (1) Drug 1: CC12CCC3C(C1CCC2NC(=O)OCC(F)(F)F)CCC4C3(C=CC(=O)N4C)C. Drug 2: CN1C=C(C=N1)C2=C3N=C(C(=C(N3N=C2)N)Br)C4CCCNC4. Cell line: UACC62. Synergy scores: CSS=21.9, Synergy_ZIP=2.14, Synergy_Bliss=5.82, Synergy_Loewe=-4.31, Synergy_HSA=4.37. (2) Drug 1: COC1=CC(=CC(=C1O)OC)C2C3C(COC3=O)C(C4=CC5=C(C=C24)OCO5)OC6C(C(C7C(O6)COC(O7)C8=CC=CS8)O)O. Drug 2: COC1=C2C(=CC3=C1OC=C3)C=CC(=O)O2. Cell line: KM12. Synergy scores: CSS=18.6, Synergy_ZIP=11.0, Synergy_Bliss=14.1, Synergy_Loewe=-19.9, Synergy_HSA=0.966. (3) Synergy scores: CSS=14.2, Synergy_ZIP=-7.88, Synergy_Bliss=-0.364, Synergy_Loewe=-9.23, Synergy_HSA=-1.60. Drug 2: C1C(C(OC1N2C=NC3=C2NC=NCC3O)CO)O. Cell line: MALME-3M. Drug 1: C1=NC2=C(N1)C(=S)N=C(N2)N. (4) Drug 2: CN(C)C1=NC(=NC(=N1)N(C)C)N(C)C. Cell line: NCIH23. Drug 1: CC(CN1CC(=O)NC(=O)C1)N2CC(=O)NC(=O)C2. Synergy scores: CSS=11.0, Synergy_ZIP=-5.86, Synergy_Bliss=-0.825, Synergy_Loewe=-7.69, Synergy_HSA=-1.56. (5) Drug 1: C1CCC(C1)C(CC#N)N2C=C(C=N2)C3=C4C=CNC4=NC=N3. Drug 2: C1=NC(=NC(=O)N1C2C(C(C(O2)CO)O)O)N. Cell line: HCC-2998. Synergy scores: CSS=11.3, Synergy_ZIP=5.70, Synergy_Bliss=8.05, Synergy_Loewe=-2.04, Synergy_HSA=2.82. (6) Drug 2: CC1C(C(CC(O1)OC2CC(CC3=C2C(=C4C(=C3O)C(=O)C5=C(C4=O)C(=CC=C5)OC)O)(C(=O)CO)O)N)O.Cl. Drug 1: CC1=C(C(=O)C2=C(C1=O)N3CC4C(C3(C2COC(=O)N)OC)N4)N. Synergy scores: CSS=39.0, Synergy_ZIP=-6.90, Synergy_Bliss=-2.86, Synergy_Loewe=-3.38, Synergy_HSA=1.08. Cell line: DU-145. (7) Drug 1: CC1=C(C=C(C=C1)NC(=O)C2=CC=C(C=C2)CN3CCN(CC3)C)NC4=NC=CC(=N4)C5=CN=CC=C5. Drug 2: CC12CCC3C(C1CCC2O)C(CC4=C3C=CC(=C4)O)CCCCCCCCCS(=O)CCCC(C(F)(F)F)(F)F. Cell line: IGROV1. Synergy scores: CSS=3.62, Synergy_ZIP=-0.722, Synergy_Bliss=0.292, Synergy_Loewe=-0.401, Synergy_HSA=0.134. (8) Drug 1: CC1=C2C(C(=O)C3(C(CC4C(C3C(C(C2(C)C)(CC1OC(=O)C(C(C5=CC=CC=C5)NC(=O)OC(C)(C)C)O)O)OC(=O)C6=CC=CC=C6)(CO4)OC(=O)C)OC)C)OC. Drug 2: CN(CCCl)CCCl.Cl. Cell line: UACC-257. Synergy scores: CSS=16.0, Synergy_ZIP=1.62, Synergy_Bliss=-0.852, Synergy_Loewe=-18.7, Synergy_HSA=-3.76. (9) Drug 1: C1=NC2=C(N1)C(=S)N=CN2. Drug 2: CC1CCC2CC(C(=CC=CC=CC(CC(C(=O)C(C(C(=CC(C(=O)CC(OC(=O)C3CCCCN3C(=O)C(=O)C1(O2)O)C(C)CC4CCC(C(C4)OC)O)C)C)O)OC)C)C)C)OC. Cell line: UACC-257. Synergy scores: CSS=-0.745, Synergy_ZIP=1.01, Synergy_Bliss=0.800, Synergy_Loewe=-0.402, Synergy_HSA=-0.731. (10) Drug 1: CCC1(CC2CC(C3=C(CCN(C2)C1)C4=CC=CC=C4N3)(C5=C(C=C6C(=C5)C78CCN9C7C(C=CC9)(C(C(C8N6C)(C(=O)OC)O)OC(=O)C)CC)OC)C(=O)OC)O.OS(=O)(=O)O. Drug 2: C1CNP(=O)(OC1)N(CCCl)CCCl. Cell line: MDA-MB-231. Synergy scores: CSS=0.349, Synergy_ZIP=4.49, Synergy_Bliss=-2.30, Synergy_Loewe=0.0846, Synergy_HSA=-2.99.